From a dataset of Reaction yield outcomes from USPTO patents with 853,638 reactions. Predict the reaction yield, written as a fraction of the theoretical maximum amount of product (1.0 means a 100% yield; for example, 0.34 means a 34% yield). (1) The reactants are [Cl:1][C:2]1[CH:7]=[C:6]([NH2:8])[CH:5]=[CH:4][C:3]=1[C:9]1[CH:14]=[CH:13][CH:12]=[CH:11][CH:10]=1.[C:15](N1C=CN=C1)(N1C=CN=C1)=[S:16]. The catalyst is ClCCl. The product is [Cl:1][C:2]1[CH:7]=[C:6]([N:8]=[C:15]=[S:16])[CH:5]=[CH:4][C:3]=1[C:9]1[CH:14]=[CH:13][CH:12]=[CH:11][CH:10]=1. The yield is 0.870. (2) The reactants are [NH2:1][C:2]1[CH:13]=[CH:12][CH:11]=[CH:10][C:3]=1[C:4]([NH:6][CH2:7][CH2:8][CH3:9])=[O:5].[Cl:14][C:15]1[N:20]=[C:19](Cl)[C:18]([Cl:22])=[CH:17][N:16]=1.C(=O)([O-])[O-].[K+].[K+].CN(C)C=O.[Cl-].[NH4+]. No catalyst specified. The product is [Cl:14][C:15]1[N:20]=[C:19]([NH:1][C:2]2[CH:13]=[CH:12][CH:11]=[CH:10][C:3]=2[C:4]([NH:6][CH2:7][CH2:8][CH3:9])=[O:5])[C:18]([Cl:22])=[CH:17][N:16]=1. The yield is 0.640. (3) The reactants are [CH3:1][O:2][C:3]1[N:4]=[C:5]2[C:10](=[CH:11][CH:12]=1)[N:9]=[CH:8][C:7]([N+:13]([O-:15])=[O:14])=[C:6]2O.P(Br)(Br)[Br:18]. The catalyst is CN(C=O)C. The product is [Br:18][C:6]1[C:7]([N+:13]([O-:15])=[O:14])=[CH:8][N:9]=[C:10]2[C:5]=1[N:4]=[C:3]([O:2][CH3:1])[CH:12]=[CH:11]2. The yield is 0.920. (4) The catalyst is OS(O)(=O)=O. The yield is 0.979. The reactants are [CH3:1][C:2]1[C:10]([N+:11]([O-:13])=[O:12])=[CH:9][CH:8]=[CH:7][C:3]=1[C:4]([OH:6])=[O:5].[Br:14]N1C(C)(C)C(=O)N(Br)C1=O. The product is [Br:14][C:8]1[CH:9]=[C:10]([N+:11]([O-:13])=[O:12])[C:2]([CH3:1])=[C:3]([CH:7]=1)[C:4]([OH:6])=[O:5].